Dataset: Forward reaction prediction with 1.9M reactions from USPTO patents (1976-2016). Task: Predict the product of the given reaction. (1) Given the reactants [F:1][CH:2]([F:12])[C:3]1[C:7]([C:8](O)=[O:9])=[CH:6][N:5]([CH3:11])[N:4]=1.[CH:13]1([NH:16][CH2:17][C:18]2[CH:23]=[CH:22][CH:21]=[C:20]([N:24]3[CH:28]=[CH:27][C:26]([C:29]([F:32])([F:31])[F:30])=[N:25]3)[CH:19]=2)[CH2:15][CH2:14]1.C(N(CC)CC)C, predict the reaction product. The product is: [CH:13]1([N:16]([CH2:17][C:18]2[CH:23]=[CH:22][CH:21]=[C:20]([N:24]3[CH:28]=[CH:27][C:26]([C:29]([F:31])([F:32])[F:30])=[N:25]3)[CH:19]=2)[C:8]([C:7]2[C:3]([CH:2]([F:12])[F:1])=[N:4][N:5]([CH3:11])[CH:6]=2)=[O:9])[CH2:15][CH2:14]1. (2) Given the reactants Cl[C:2]1[N:7]2[N:8]=[CH:9][CH:10]=[C:6]2[N:5]=[C:4]([CH2:11][C:12]2[CH:13]=[C:14]([CH:17]=[CH:18][CH:19]=2)[C:15]#[N:16])[CH:3]=1.[CH:20]1([NH2:23])[CH2:22][CH2:21]1.C(N(CC)CC)C.C(#N)C, predict the reaction product. The product is: [CH:20]1([NH:23][C:2]2[N:7]3[N:8]=[CH:9][CH:10]=[C:6]3[N:5]=[C:4]([CH2:11][C:12]3[CH:13]=[C:14]([CH:17]=[CH:18][CH:19]=3)[C:15]#[N:16])[CH:3]=2)[CH2:22][CH2:21]1. (3) The product is: [CH3:1][O:2][C:3]([C:5]1[C:13]2[S:12][C:11]([NH:14][C:22](=[O:23])[C:21]3[CH:25]=[CH:26][C:18]([F:17])=[CH:19][CH:20]=3)=[N:10][C:9]=2[C:8]([O:15][CH3:16])=[CH:7][CH:6]=1)=[O:4]. Given the reactants [CH3:1][O:2][C:3]([C:5]1[C:13]2[S:12][C:11]([NH2:14])=[N:10][C:9]=2[C:8]([O:15][CH3:16])=[CH:7][CH:6]=1)=[O:4].[F:17][C:18]1[CH:26]=[CH:25][C:21]([C:22](Cl)=[O:23])=[CH:20][CH:19]=1, predict the reaction product. (4) Given the reactants [Br:1][C:2]1[CH:8]=[CH:7][C:5]([NH2:6])=[C:4]([Cl:9])[CH:3]=1.Cl[C:11](Cl)([O:13]C(=O)OC(Cl)(Cl)Cl)Cl, predict the reaction product. The product is: [Br:1][C:2]1[CH:8]=[CH:7][C:5]([N:6]=[C:11]=[O:13])=[C:4]([Cl:9])[CH:3]=1. (5) Given the reactants [CH2:1]([OH:12])[C@H:2]1[O:8][C:6](=[O:7])[C@H:5]([OH:9])[C@@H:4]([OH:10])[C@@H:3]1[OH:11].S(O)(O)(=O)=O.[NH2:18][C@H:19]([CH2:21][C:22]1[CH:27]=[CH:26][CH:25]=[CH:24][CH:23]=1)[CH3:20].[NH2:18][C@H:19]([CH2:21][C:22]1[CH:27]=[CH:26][CH:25]=[CH:24][CH:23]=1)[CH3:20].C(N(C(C)C)CC)(C)C, predict the reaction product. The product is: [OH:9][C@H:5]([C@@H:4]([OH:10])[C@H:3]([OH:11])[C@H:2]([OH:8])[CH2:1][OH:12])[C:6]([NH:18][C@@H:19]([CH3:20])[CH2:21][C:22]1[CH:27]=[CH:26][CH:25]=[CH:24][CH:23]=1)=[O:7]. (6) The product is: [F:20][CH:21]([CH3:25])[C:22]([NH:2][CH2:3][CH2:4][C:5]1[C:13]2[C:8](=[CH:9][CH:10]=[C:11]([O:14][CH3:15])[CH:12]=2)[NH:7][C:6]=1[C:16]([NH:18][CH3:19])=[O:17])=[O:23]. Given the reactants Cl.[NH2:2][CH2:3][CH2:4][C:5]1[C:13]2[C:8](=[CH:9][CH:10]=[C:11]([O:14][CH3:15])[CH:12]=2)[NH:7][C:6]=1[C:16]([NH:18][CH3:19])=[O:17].[F:20][CH:21]([CH3:25])[C:22](O)=[O:23].C(N(C(C)C)CC)(C)C.F[P-](F)(F)(F)(F)F.N1(OC(N(C)C)=[N+](C)C)C2N=CC=CC=2N=N1, predict the reaction product. (7) Given the reactants [C:1]([O:5][C:6](=[O:67])[C@H:7]([CH2:26][S:27][CH2:28][CH:29]([O:49][C:50](=[O:66])[CH2:51][CH2:52][CH2:53][CH2:54][CH2:55][CH2:56][CH2:57][CH2:58][CH2:59][CH2:60][CH2:61][CH2:62][CH2:63][CH2:64][CH3:65])[CH2:30][O:31][C:32](=[O:48])[CH2:33][CH2:34][CH2:35][CH2:36][CH2:37][CH2:38][CH2:39][CH2:40][CH2:41][CH2:42][CH2:43][CH2:44][CH2:45][CH2:46][CH3:47])[NH:8][C:9]([O:11][CH2:12][C:13]1[C:25]2[CH2:24][C:23]3[C:18](=[CH:19][CH:20]=[CH:21][CH:22]=3)[C:17]=2[CH:16]=[CH:15][CH:14]=1)=[O:10])([CH3:4])([CH3:3])[CH3:2].C(OC(=O)[C@H](CSC[C@H](O)CO)NC(OCC1C2CC3C(=CC=CC=3)C=2C=CC=1)=O)(C)(C)C, predict the reaction product. The product is: [C:1]([O:5][C:6](=[O:67])[C@H:7]([CH2:26][S:27][CH2:28][C@H:29]([O:49][C:50](=[O:66])[CH2:51][CH2:52][CH2:53][CH2:54][CH2:55][CH2:56][CH2:57][CH2:58][CH2:59][CH2:60][CH2:61][CH2:62][CH2:63][CH2:64][CH3:65])[CH2:30][O:31][C:32](=[O:48])[CH2:33][CH2:34][CH2:35][CH2:36][CH2:37][CH2:38][CH2:39][CH2:40][CH2:41][CH2:42][CH2:43][CH2:44][CH2:45][CH2:46][CH3:47])[NH:8][C:9]([O:11][CH2:12][C:13]1[C:25]2[CH2:24][C:23]3[C:18](=[CH:19][CH:20]=[CH:21][CH:22]=3)[C:17]=2[CH:16]=[CH:15][CH:14]=1)=[O:10])([CH3:3])([CH3:2])[CH3:4]. (8) Given the reactants [F:1][C:2]([F:16])([F:15])[C:3]([NH:5][CH2:6][C:7]1[CH:12]=[CH:11][N:10]=[C:9]([O:13][CH3:14])[CH:8]=1)=[O:4].C1C=C(Cl)C=C(C(OO)=[O:25])C=1, predict the reaction product. The product is: [F:16][C:2]([F:1])([F:15])[C:3]([NH+:5]([O-:25])[CH2:6][C:7]1[CH:12]=[CH:11][N:10]=[C:9]([O:13][CH3:14])[CH:8]=1)=[O:4]. (9) Given the reactants [NH2:1][C@H:2]1[C:11]2[C:6](=[CH:7][CH:8]=[C:9]([F:12])[CH:10]=2)[N:5]([C:13](=[O:15])[CH3:14])[C@@H:4]([CH:16]2[CH2:18][CH2:17]2)[C@@H:3]1[CH3:19].Br[C:21]1[C:22]([O:27][CH3:28])=[N:23][CH:24]=[CH:25][CH:26]=1.CN(C1C(C2C(P(C3CCCCC3)C3CCCCC3)=CC=CC=2)=CC=CC=1)C.CC(C)([O-])C.[Na+], predict the reaction product. The product is: [CH:16]1([C@H:4]2[C@H:3]([CH3:19])[C@@H:2]([NH:1][C:21]3[C:22]([O:27][CH3:28])=[N:23][CH:24]=[CH:25][CH:26]=3)[C:11]3[C:6](=[CH:7][CH:8]=[C:9]([F:12])[CH:10]=3)[N:5]2[C:13](=[O:15])[CH3:14])[CH2:18][CH2:17]1. (10) Given the reactants C(OC(=O)[NH:7][C:8]1[CH:13]=[C:12]([CH3:14])[C:11]([C:15]([F:18])([F:17])[F:16])=[CH:10][C:9]=1[NH:19][C:20](=[O:36])[CH2:21][C:22]([C:24]1[CH:29]=[CH:28][CH:27]=[C:26]([C:30]2[O:34][N:33]=[C:32]([CH3:35])[CH:31]=2)[CH:25]=1)=O)(C)(C)C.C(O)(C(F)(F)F)=O, predict the reaction product. The product is: [CH3:14][C:12]1[C:11]([C:15]([F:16])([F:18])[F:17])=[CH:10][C:9]2[NH:19][C:20](=[O:36])[CH2:21][C:22]([C:24]3[CH:29]=[CH:28][CH:27]=[C:26]([C:30]4[O:34][N:33]=[C:32]([CH3:35])[CH:31]=4)[CH:25]=3)=[N:7][C:8]=2[CH:13]=1.